This data is from Peptide-MHC class I binding affinity with 185,985 pairs from IEDB/IMGT. The task is: Regression. Given a peptide amino acid sequence and an MHC pseudo amino acid sequence, predict their binding affinity value. This is MHC class I binding data. (1) The peptide sequence is VWAPLILAYFPVF. The MHC is HLA-B18:01 with pseudo-sequence HLA-B18:01. The binding affinity (normalized) is 0.163. (2) The peptide sequence is TYSPALNKM. The binding affinity (normalized) is 0.0847. The MHC is HLA-A26:01 with pseudo-sequence HLA-A26:01. (3) The peptide sequence is EIEISKWGY. The MHC is HLA-A29:02 with pseudo-sequence HLA-A29:02. The binding affinity (normalized) is 0.522. (4) The peptide sequence is ILLARLFLY. The MHC is HLA-B08:01 with pseudo-sequence HLA-B08:01. The binding affinity (normalized) is 0.213. (5) The peptide sequence is DFGYATMAK. The MHC is HLA-B08:01 with pseudo-sequence HLA-B08:01. The binding affinity (normalized) is 0.0847. (6) The peptide sequence is KQMEDGHTL. The MHC is HLA-A29:02 with pseudo-sequence HLA-A29:02. The binding affinity (normalized) is 0.0847. (7) The peptide sequence is QEPGPVGPL. The MHC is HLA-A01:01 with pseudo-sequence HLA-A01:01. The binding affinity (normalized) is 0.213.